This data is from Reaction yield outcomes from USPTO patents with 853,638 reactions. The task is: Predict the reaction yield, written as a fraction of the theoretical maximum amount of product (1.0 means a 100% yield; for example, 0.34 means a 34% yield). The reactants are [CH:1]1([C:4]2[NH:13][C:7]3[N:8]=[N:9][C:10](I)=[CH:11][C:6]=3[CH:5]=2)[CH2:3][CH2:2]1.[CH2:14]([C:18]1[S:22][C:21]([NH:23][C:24](=[O:33])[C@@H:25]([OH:32])[C:26]2[CH:31]=[CH:30][CH:29]=[CH:28][CH:27]=2)=[N:20][N:19]=1)[CH2:15][C:16]#[CH:17].CCN(CC)CC. The catalyst is C1COCC1.[Cu]I.Cl[Pd](Cl)([P](C1C=CC=CC=1)(C1C=CC=CC=1)C1C=CC=CC=1)[P](C1C=CC=CC=1)(C1C=CC=CC=1)C1C=CC=CC=1. The product is [CH:1]1([C:4]2[NH:13][C:7]3[N:8]=[N:9][C:10]([C:17]#[C:16][CH2:15][CH2:14][C:18]4[S:22][C:21]([NH:23][C:24](=[O:33])[C@@H:25]([OH:32])[C:26]5[CH:31]=[CH:30][CH:29]=[CH:28][CH:27]=5)=[N:20][N:19]=4)=[CH:11][C:6]=3[CH:5]=2)[CH2:3][CH2:2]1. The yield is 0.700.